From a dataset of Reaction yield outcomes from USPTO patents with 853,638 reactions. Predict the reaction yield, written as a fraction of the theoretical maximum amount of product (1.0 means a 100% yield; for example, 0.34 means a 34% yield). (1) The reactants are [NH2:1][C:2]1[CH:7]=[CH:6][C:5]([C:8]2[CH:13]=[CH:12][C:11]([Cl:14])=[CH:10][C:9]=2[F:15])=[CH:4][C:3]=1[C:16]([N:18]1[CH2:23][CH2:22][N:21]([C:24]([O:26]C(C)(C)C)=O)[CH2:20][CH:19]1C(OC)=O)=[O:17].C(OCC)C. The catalyst is C(O)(=O)C.O1CCOCC1. The product is [Cl:14][C:11]1[CH:12]=[CH:13][C:8]([C:5]2[CH:6]=[CH:7][C:2]3[NH:1][CH2:20][CH:19]4[C:24](=[O:26])[NH:21][CH2:22][CH2:23][N:18]4[C:16](=[O:17])[C:3]=3[CH:4]=2)=[C:9]([F:15])[CH:10]=1. The yield is 0.770. (2) The reactants are Cl[C:2]1[N:7]=[C:6]([N:8]2[CH2:14][CH:13]3[O:15][CH:10]([CH2:11][CH2:12]3)[CH2:9]2)[CH:5]=[C:4]([C:16]2[CH:21]=[CH:20][C:19]([N+:22]([O-:24])=[O:23])=[CH:18][CH:17]=2)[N:3]=1.Cl.[CH:26]12[O:33][CH:30]([CH2:31][CH2:32]1)[CH2:29][NH:28][CH2:27]2.C(N(CC)CC)C.CCN(C(C)C)C(C)C. The catalyst is O1CCOCC1.C(OCC)(=O)C. The product is [N+:22]([C:19]1[CH:20]=[CH:21][C:16]([C:4]2[N:3]=[C:2]([N:28]3[CH2:27][CH:26]4[O:33][CH:30]([CH2:31][CH2:32]4)[CH2:29]3)[N:7]=[C:6]([N:8]3[CH2:14][CH:13]4[O:15][CH:10]([CH2:11][CH2:12]4)[CH2:9]3)[CH:5]=2)=[CH:17][CH:18]=1)([O-:24])=[O:23]. The yield is 0.650. (3) The reactants are [F-].C([N+](CCCC)(CCCC)CCCC)CCC.[CH3:19][C:20]1[CH:27]=[CH:26][C:23]([CH:24]=[O:25])=[CH:22][CH:21]=1.[Si]([C:32]([F:35])([F:34])[F:33])(C)(C)C.Cl. The catalyst is C1COCC1. The product is [CH3:19][C:20]1[CH:27]=[CH:26][C:23]([CH:24]([OH:25])[C:32]([F:35])([F:34])[F:33])=[CH:22][CH:21]=1. The yield is 0.860. (4) The reactants are CS(Cl)(=O)=O.[Cl:6][C:7]1[C:15]2[N:14]=[C:13]([NH:16][C:17]3[C:18]([O:26][CH3:27])=[N:19][C:20]([CH3:25])=[N:21][C:22]=3[O:23][CH3:24])[N:12]([CH2:28][CH2:29][CH2:30]O)[C:11]=2[C:10]([C:32]([O:34][CH3:35])=[O:33])=[CH:9][CH:8]=1.S([O-])(=O)(=O)C.C(=O)([O-])[O-].[K+].[K+]. The catalyst is O1CCCC1.CN(C)C=O.O.C(N(CC)CC)C. The product is [Cl:6][C:7]1[CH:8]=[CH:9][C:10]([C:32]([O:34][CH3:35])=[O:33])=[C:11]2[C:15]=1[N:14]=[C:13]1[N:16]([C:17]3[C:22]([O:23][CH3:24])=[N:21][C:20]([CH3:25])=[N:19][C:18]=3[O:26][CH3:27])[CH2:30][CH2:29][CH2:28][N:12]21. The yield is 0.800. (5) The reactants are [NH2:1][C:2]1[N:7]2[CH:8]=[C:9]([CH3:11])[N:10]=[C:6]2[C:5]([C:12]([NH:14][CH2:15][CH:16]2[CH2:21][CH2:20][N:19](C[C@@H](C)CO)[CH2:18][CH2:17]2)=[O:13])=[CH:4][C:3]=1[Cl:27].C(=O)([O-])[O-].[K+].[K+].[I-].[K+].Br[CH:37]([CH3:44])[C:38](=[O:43])[C:39]([CH3:42])([CH3:41])[CH3:40]. The catalyst is CN(C)C=O. The product is [NH2:1][C:2]1[N:7]2[CH:8]=[C:9]([CH3:11])[N:10]=[C:6]2[C:5]([C:12]([NH:14][CH2:15][CH:16]2[CH2:17][CH2:18][N:19]([CH:37]([CH3:44])[C:38](=[O:43])[C:39]([CH3:42])([CH3:41])[CH3:40])[CH2:20][CH2:21]2)=[O:13])=[CH:4][C:3]=1[Cl:27]. The yield is 0.150.